Dataset: Full USPTO retrosynthesis dataset with 1.9M reactions from patents (1976-2016). Task: Predict the reactants needed to synthesize the given product. (1) Given the product [C:18]1([CH3:21])[CH:17]=[CH:16][C:15]([N:14]2[C:10]([C:7]3[CH:8]=[CH:9][C:4]4=[N:1][O:3][C:30]([C:27]5[CH:26]=[CH:25][C:24]([C:23]([F:22])([F:33])[F:34])=[CH:29][CH:28]=5)=[C:5]4[CH:6]=3)=[CH:11][CH:12]=[N:13]2)=[CH:20][CH:19]=1, predict the reactants needed to synthesize it. The reactants are: [N+:1]([C:4]1[CH:9]=[CH:8][C:7]([C:10]2[N:14]([C:15]3[CH:20]=[CH:19][C:18]([CH3:21])=[CH:17][CH:16]=3)[N:13]=[CH:12][CH:11]=2)=[CH:6][CH:5]=1)([O-:3])=O.[F:22][C:23]([F:34])([F:33])[C:24]1[CH:29]=[CH:28][C:27]([CH2:30]C#N)=[CH:26][CH:25]=1. (2) Given the product [Cl:9][C:8]1[C:7]([O:10][CH3:11])=[CH:6][C:5]([O:12][CH3:13])=[C:4]([Cl:14])[C:3]=1[CH2:2][C:15]#[N:16], predict the reactants needed to synthesize it. The reactants are: Br[CH2:2][C:3]1[C:4]([Cl:14])=[C:5]([O:12][CH3:13])[CH:6]=[C:7]([O:10][CH3:11])[C:8]=1[Cl:9].[C-:15]#[N:16].[Na+]. (3) Given the product [Cl:1][C:2]1[CH:7]=[CH:6][C:5]([C@:8]2([O:17][C@H:16]([CH2:18][OH:19])[C@@H:14]([OH:15])[C@H:12]([OH:13])[C@H:10]2[OH:11])[OH:9])=[CH:4][C:3]=1[CH2:20][C:21]1[CH:26]=[CH:25][C:24]([C:36]#[C:35][C:37]2[CH:38]=[N:39][CH:40]=[CH:41][CH:42]=2)=[CH:23][CH:22]=1, predict the reactants needed to synthesize it. The reactants are: [Cl:1][C:2]1[CH:7]=[CH:6][C:5]([C@:8]2([O:17][C@H:16]([CH2:18][OH:19])[C@@H:14]([OH:15])[C@H:12]([OH:13])[C@H:10]2[OH:11])[OH:9])=[CH:4][C:3]=1[CH2:20][C:21]1[CH:26]=[CH:25][C:24](OS(C(F)(F)F)(=O)=O)=[CH:23][CH:22]=1.[C:35]([C:37]1[CH:38]=[N:39][CH:40]=[CH:41][CH:42]=1)#[CH:36]. (4) Given the product [CH:3]1([CH2:9][CH2:10][O:11][C:12]2[CH:13]=[C:14]([CH:22]=[CH:23][CH:24]=2)[CH2:15][N:16]2[CH2:21][CH2:20][N:19]([C:26]([NH2:27])=[O:25])[CH2:18][CH2:17]2)[CH2:8][CH2:7][CH2:6][CH2:5][CH2:4]1, predict the reactants needed to synthesize it. The reactants are: Cl.Cl.[CH:3]1([CH2:9][CH2:10][O:11][C:12]2[CH:13]=[C:14]([CH:22]=[CH:23][CH:24]=2)[CH2:15][N:16]2[CH2:21][CH2:20][NH:19][CH2:18][CH2:17]2)[CH2:8][CH2:7][CH2:6][CH2:5][CH2:4]1.[O-:25][C:26]#[N:27].[K+].Cl.[OH-].[Na+]. (5) Given the product [CH:17]([C:2]1[CH:11]=[CH:10][C:9]2[C:4](=[C:5]([NH2:16])[N:6]=[C:7]3[CH:15]=[CH:14][CH:13]=[CH:12][C:8]3=2)[N:3]=1)=[CH2:18], predict the reactants needed to synthesize it. The reactants are: Cl[C:2]1[CH:11]=[CH:10][C:9]2[C:4](=[C:5]([NH2:16])[N:6]=[C:7]3[CH:15]=[CH:14][CH:13]=[CH:12][C:8]3=2)[N:3]=1.[CH3:17][C:18]1(C)C(C)(C)OB(C=C)O1.C(=O)([O-])[O-].[K+].[K+].